From a dataset of Forward reaction prediction with 1.9M reactions from USPTO patents (1976-2016). Predict the product of the given reaction. (1) Given the reactants Br[C:2]1[C:6]2[CH2:7][N:8]([C:11](=[O:13])[CH3:12])[CH2:9][CH2:10][C:5]=2[N:4]([C@H:14]2[CH2:18][CH2:17][O:16][CH2:15]2)[N:3]=1.[Cl:19][C:20]1[CH:29]=[CH:28][CH:27]=[C:26]2[C:21]=1[CH2:22][CH2:23][CH2:24][NH:25]2.C(O[Na])(C)(C)C.C1(P(C2C=CC=CC=2)C2C=CC=C3C=2OC2C(P(C4C=CC=CC=4)C4C=CC=CC=4)=CC=CC=2C3(C)C)C=CC=CC=1, predict the reaction product. The product is: [Cl:19][C:20]1[CH:29]=[CH:28][CH:27]=[C:26]2[C:21]=1[CH2:22][CH2:23][CH2:24][N:25]2[C:2]1[C:6]2[CH2:7][N:8]([C:11](=[O:13])[CH3:12])[CH2:9][CH2:10][C:5]=2[N:4]([C@H:14]2[CH2:18][CH2:17][O:16][CH2:15]2)[N:3]=1. (2) The product is: [F:4][CH2:5][CH:6]1[CH2:9][N:8]([CH2:11][CH2:12][OH:13])[CH2:7]1. Given the reactants [OH-].[Na+].Cl.[F:4][CH2:5][CH:6]1[CH2:9][NH:8][CH2:7]1.Br[CH2:11][CH2:12][OH:13], predict the reaction product. (3) Given the reactants [CH3:1][C:2]1([C:7]2[O:11][C:10]([CH2:12][N:13]3[CH:17]=[CH:16][C:15]([NH2:18])=[N:14]3)=[CH:9][CH:8]=2)[O:6]CCO1.[CH3:19][C:20]1[O:21][C:22]([C:28]2[CH:33]=[CH:32][CH:31]=[C:30]([O:34][C:35]([F:38])([F:37])[F:36])[CH:29]=2)=[C:23]([C:25](O)=[O:26])[N:24]=1, predict the reaction product. The product is: [C:2]([C:7]1[O:11][C:10]([CH2:12][N:13]2[CH:17]=[CH:16][C:15]([NH:18][C:25]([C:23]3[N:24]=[C:20]([CH3:19])[O:21][C:22]=3[C:28]3[CH:33]=[CH:32][CH:31]=[C:30]([O:34][C:35]([F:37])([F:36])[F:38])[CH:29]=3)=[O:26])=[N:14]2)=[CH:9][CH:8]=1)(=[O:6])[CH3:1]. (4) Given the reactants [OH:1][CH2:2][CH2:3][O:4][C:5]1[CH:10]=[CH:9][C:8]([CH:11]2[CH2:16][CH2:15][N:14]([C:17]([O:19][C:20]([CH3:23])([CH3:22])[CH3:21])=[O:18])[CH2:13][CH:12]2[O:24][CH2:25][C:26]2[CH:35]=[CH:34][C:33]3[C:28](=[CH:29][CH:30]=[CH:31][CH:32]=3)[CH:27]=2)=[CH:7][CH:6]=1.[C:36](Cl)(=[O:43])[C:37]1[CH:42]=[CH:41][CH:40]=[CH:39][CH:38]=1, predict the reaction product. The product is: [C:36]([O:1][CH2:2][CH2:3][O:4][C:5]1[CH:10]=[CH:9][C:8]([CH:11]2[CH2:16][CH2:15][N:14]([C:17]([O:19][C:20]([CH3:23])([CH3:21])[CH3:22])=[O:18])[CH2:13][CH:12]2[O:24][CH2:25][C:26]2[CH:35]=[CH:34][C:33]3[C:28](=[CH:29][CH:30]=[CH:31][CH:32]=3)[CH:27]=2)=[CH:7][CH:6]=1)(=[O:43])[C:37]1[CH:42]=[CH:41][CH:40]=[CH:39][CH:38]=1. (5) Given the reactants [N+:1]([C:4]1[CH:12]=[CH:11][C:7]([C:8]([OH:10])=[O:9])=[CH:6][CH:5]=1)([O-:3])=[O:2].Br[CH2:14][CH2:15][CH2:16][CH2:17][CH2:18][CH2:19]Br.[C:21](=[O:24])([O-])[O-:22].[K+].[K+].[OH2:27], predict the reaction product. The product is: [N+:1]([C:4]1[CH:5]=[CH:6][C:7]([C:8]([O:10][CH2:14][CH2:15][CH2:16][CH2:17][CH2:18][CH2:19][O:22][C:21](=[O:24])[C:7]2[CH:11]=[CH:12][C:4]([N+:1]([O-:2])=[O:27])=[CH:5][CH:6]=2)=[O:9])=[CH:11][CH:12]=1)([O-:3])=[O:2]. (6) The product is: [NH2:9][C:6]1[CH:7]=[CH:8][C:3]([O:2][CH3:1])=[C:4]([C:12]#[C:13][C:14]2[CH:15]=[N:16][C:17]([NH2:20])=[N:18][CH:19]=2)[CH:5]=1. Given the reactants [CH3:1][O:2][C:3]1[CH:8]=[CH:7][C:6]([N+:9]([O-])=O)=[CH:5][C:4]=1[C:12]#[C:13][C:14]1[CH:15]=[N:16][C:17]([NH2:20])=[N:18][CH:19]=1.[In].Cl.C(=O)([O-])[O-].[K+].[K+], predict the reaction product. (7) Given the reactants Cl.C([N:9](CC1C=CC=CC=1)[C@@H:10]([CH2:15][C:16]1[CH:21]=[CH:20][CH:19]=[CH:18][CH:17]=1)[C@@H:11]([OH:14])[CH2:12][Cl:13])C1C=CC=CC=1.[H][H], predict the reaction product. The product is: [ClH:13].[NH2:9][C@@H:10]([CH2:15][C:16]1[CH:21]=[CH:20][CH:19]=[CH:18][CH:17]=1)[C@@H:11]([OH:14])[CH2:12][Cl:13].